This data is from Reaction yield outcomes from USPTO patents with 853,638 reactions. The task is: Predict the reaction yield, written as a fraction of the theoretical maximum amount of product (1.0 means a 100% yield; for example, 0.34 means a 34% yield). (1) The reactants are [F:1][C:2]1[CH:3]=[CH:4][C:5]([C:8]2[N:12]=[C:11]([C:13]3[CH:18]=[C:17]([C:19]#[N:20])[CH:16]=[C:15]([NH2:21])[CH:14]=3)[O:10][N:9]=2)=[N:6][CH:7]=1.[C:22]1(=O)[CH2:26][CH2:25][CH2:24][CH2:23]1.C([BH3-])#N.[Na+].O1CCCC1. The catalyst is C(O)(=O)C.C(OCC)(=O)C. The product is [F:1][C:2]1[CH:3]=[CH:4][C:5]([C:8]2[N:12]=[C:11]([C:13]3[CH:14]=[C:15]([NH:21][CH:22]4[CH2:26][CH2:25][CH2:24][CH2:23]4)[CH:16]=[C:17]([C:19]#[N:20])[CH:18]=3)[O:10][N:9]=2)=[N:6][CH:7]=1. The yield is 0.390. (2) The catalyst is C(O)(C(F)(F)F)=O. The yield is 0.500. The reactants are O[C:2]1([C:12]2[CH:13]=[C:14]([CH:20]=[CH:21][CH:22]=2)[C:15]([O:17][CH2:18][CH3:19])=[O:16])[CH2:11][CH2:10][C:5]2(OCC[O:6]2)[CH2:4][CH2:3]1. The product is [O:6]=[C:5]1[CH2:10][CH2:11][C:2]([C:12]2[CH:13]=[C:14]([CH:20]=[CH:21][CH:22]=2)[C:15]([O:17][CH2:18][CH3:19])=[O:16])=[CH:3][CH2:4]1. (3) The reactants are [F:1][C:2]1[C:11]([CH3:12])=[C:10]2[C:5]([C:6](=[O:22])[C:7]([C:17]([O:19][CH2:20][CH3:21])=[O:18])=[CH:8][N:9]2[C@@H:13]2[CH2:15][C@@H:14]2[F:16])=[C:4]([N+:23]([O-])=O)[CH:3]=1.CCCCCC. The catalyst is C(#N)C.[C].[Pd].C(OCC)(=O)C. The product is [NH2:23][C:4]1[CH:3]=[C:2]([F:1])[C:11]([CH3:12])=[C:10]2[C:5]=1[C:6](=[O:22])[C:7]([C:17]([O:19][CH2:20][CH3:21])=[O:18])=[CH:8][N:9]2[C@@H:13]1[CH2:15][C@@H:14]1[F:16]. The yield is 0.380. (4) The reactants are [Br:1][C:2]1[C:3]([O:11][CH3:12])=[C:4]([CH:7]=[C:8]([Br:10])[CH:9]=1)[CH2:5]O.Cl.[CH:14]([CH:27]1[C:32](=[O:33])[CH2:31][CH2:30][NH:29][CH2:28]1)([C:21]1[CH:26]=[CH:25][CH:24]=[CH:23][CH:22]=1)[C:15]1[CH:20]=[CH:19][CH:18]=[CH:17][CH:16]=1.C(N(C(C)C)CC)(C)C.C(=O)(O)[O-].[Na+]. The catalyst is ClCCl. The product is [CH:14]([CH:27]1[C:32](=[O:33])[CH2:31][CH2:30][N:29]([CH2:5][C:4]2[CH:7]=[C:8]([Br:10])[CH:9]=[C:2]([Br:1])[C:3]=2[O:11][CH3:12])[CH2:28]1)([C:21]1[CH:26]=[CH:25][CH:24]=[CH:23][CH:22]=1)[C:15]1[CH:16]=[CH:17][CH:18]=[CH:19][CH:20]=1. The yield is 0.370. (5) The reactants are C(OC([NH:8][C:9]1[N:14]=[C:13]([CH2:15][O:16][C:17](=[O:19])[CH3:18])[CH:12]=[CH:11][CH:10]=1)=O)(C)(C)C.FC(F)(F)C(O)=O.C(=O)(O)[O-].[Na+]. The catalyst is ClCCl. The product is [NH2:8][C:9]1[N:14]=[C:13]([CH2:15][O:16][C:17](=[O:19])[CH3:18])[CH:12]=[CH:11][CH:10]=1. The yield is 1.00. (6) The reactants are [CH3:1][N:2]1[CH:6]=[C:5]([C:7]2[C:11]([CH3:12])=[C:10]([NH:13][C:14](=[O:22])OC3C=CC=CC=3)[N:9]([C:23]3[CH:28]=[CH:27][CH:26]=[CH:25][CH:24]=3)[N:8]=2)[CH:4]=[N:3]1.C1(C2C=CC(COC)=CC=2CN)CC1.[F:43][C:44]1([C:48]2[CH:53]=[CH:52][C:51]([CH2:54][O:55][CH3:56])=[CH:50][C:49]=2[CH2:57][NH2:58])[CH2:47][O:46][CH2:45]1. No catalyst specified. The product is [CH3:1][N:2]1[CH:6]=[C:5]([C:7]2[C:11]([CH3:12])=[C:10]([NH:13][C:14]([NH:58][CH2:57][C:49]3[CH:50]=[C:51]([CH2:54][O:55][CH3:56])[CH:52]=[CH:53][C:48]=3[C:44]3([F:43])[CH2:47][O:46][CH2:45]3)=[O:22])[N:9]([C:23]3[CH:28]=[CH:27][CH:26]=[CH:25][CH:24]=3)[N:8]=2)[CH:4]=[N:3]1. The yield is 0.210.